From a dataset of Full USPTO retrosynthesis dataset with 1.9M reactions from patents (1976-2016). Predict the reactants needed to synthesize the given product. (1) Given the product [CH:12]1([NH:15][CH2:2][CH2:3][CH2:4][O:5][C:6]2[CH:7]=[N:8][CH:9]=[CH:10][CH:11]=2)[CH2:14][CH2:13]1, predict the reactants needed to synthesize it. The reactants are: Cl[CH2:2][CH2:3][CH2:4][O:5][C:6]1[CH:7]=[N:8][CH:9]=[CH:10][CH:11]=1.[CH:12]1([NH2:15])[CH2:14][CH2:13]1.O. (2) Given the product [Cl:1][C:2]1[N:11]=[C:10]([NH:15][C:16]2[CH:21]=[CH:20][CH:19]=[CH:18][CH:17]=2)[C:9]2[C:4](=[CH:5][CH:6]=[C:7]([O:13][CH3:14])[CH:8]=2)[N:3]=1, predict the reactants needed to synthesize it. The reactants are: [Cl:1][C:2]1[N:11]=[C:10](Cl)[C:9]2[C:4](=[CH:5][CH:6]=[C:7]([O:13][CH3:14])[CH:8]=2)[N:3]=1.[NH2:15][C:16]1[CH:21]=[CH:20][CH:19]=[CH:18][CH:17]=1.C(N(CC)C(C)C)(C)C. (3) Given the product [Cl:24][C:3]1[CH:4]=[C:5]([C:8]([N:10]2[CH2:15][CH2:14][N:13]([C:16]3[C:21]([CH3:22])=[CH:20][C:19]([CH3:23])=[CH:18][N:17]=3)[CH2:12][CH2:11]2)=[O:9])[CH:6]=[CH:7][C:2]=1[N:27]1[C@H:26]([CH3:25])[CH2:30][O:29][C:28]1=[O:31], predict the reactants needed to synthesize it. The reactants are: Br[C:2]1[CH:7]=[CH:6][C:5]([C:8]([N:10]2[CH2:15][CH2:14][N:13]([C:16]3[C:21]([CH3:22])=[CH:20][C:19]([CH3:23])=[CH:18][N:17]=3)[CH2:12][CH2:11]2)=[O:9])=[CH:4][C:3]=1[Cl:24].[CH3:25][C@@H:26]1[CH2:30][O:29][C:28](=[O:31])[NH:27]1. (4) Given the product [CH2:43]([O:42][C:39](=[O:41])[CH2:6][CH2:5][NH:7][C:8](=[O:26])[C:9]1[CH:10]=[CH:11][C:12]([CH:15]([NH:32][CH:33]2[CH2:34][CH2:35][CH:36]([C:9]([CH3:14])([CH3:10])[CH3:8])[CH2:37][CH2:38]2)[CH2:16][O:17][Si:18]([C:21]([CH3:22])([CH3:23])[CH3:24])([CH3:19])[CH3:20])=[CH:13][CH:14]=1)[CH3:44], predict the reactants needed to synthesize it. The reactants are: C(OC(=O)[CH:5]([NH:7][C:8](=[O:26])[C:9]1[CH:14]=[CH:13][C:12]([CH:15](Br)[CH2:16][O:17][Si:18]([C:21]([CH3:24])([CH3:23])[CH3:22])([CH3:20])[CH3:19])=[CH:11][CH:10]=1)[CH3:6])C.C([NH:32][CH:33]1[CH2:38][CH2:37][CH2:36][CH2:35][CH2:34]1)(C)(C)C.[C:39]([O:42][CH2:43][CH3:44])(=[O:41])C. (5) The reactants are: C[Si](C)(C)[N-][Si](C)(C)C.[K+].[Br:11][C:12]1[CH:13]=[CH:14][C:15](F)=[N:16][CH:17]=1.[CH:19]1([C:22]#[N:23])[CH2:21][CH2:20]1.[NH4+].[Cl-]. Given the product [Br:11][C:12]1[CH:13]=[CH:14][C:15]([C:19]2([C:22]#[N:23])[CH2:21][CH2:20]2)=[N:16][CH:17]=1, predict the reactants needed to synthesize it. (6) Given the product [CH2:1]([O:8][C:9]1[CH:17]=[CH:16][C:12]([C:13]([Cl:31])=[O:14])=[CH:11][C:10]=1[C:18]([F:21])([F:20])[F:19])[C:2]1[CH:7]=[CH:6][CH:5]=[CH:4][CH:3]=1, predict the reactants needed to synthesize it. The reactants are: [CH2:1]([O:8][C:9]1[CH:17]=[CH:16][C:12]([C:13](O)=[O:14])=[CH:11][C:10]=1[C:18]([F:21])([F:20])[F:19])[C:2]1[CH:7]=[CH:6][CH:5]=[CH:4][CH:3]=1.C1(C)C=CC=CC=1.S(Cl)([Cl:31])=O. (7) Given the product [CH3:10][CH:11]1[CH2:14][CH2:7][C:6](=[O:9])[NH:13][C:12]1=[O:19], predict the reactants needed to synthesize it. The reactants are: OS(O)(=O)=O.[C:6]([OH:9])(=O)[CH3:7].[CH3:10][CH:11]([CH2:14]CC#N)[C:12]#[N:13].C([O-])([O-])=[O:19].[Na+].[Na+]. (8) Given the product [CH2:12]([CH:11]1[NH:6][C:5]2[C:4](=[CH:10][CH:9]=[CH:8][CH:7]=2)[N:1]2[CH:10]=[CH:4][CH:5]=[C:7]12)[CH3:13], predict the reactants needed to synthesize it. The reactants are: [N+:1]([C:4]1[CH:10]=[CH:9][CH:8]=[CH:7][C:5]=1[NH2:6])([O-])=O.[CH:11](=O)[CH2:12][CH3:13].